Dataset: Full USPTO retrosynthesis dataset with 1.9M reactions from patents (1976-2016). Task: Predict the reactants needed to synthesize the given product. Given the product [NH:1]1[CH2:6][CH2:5][CH:4]([CH2:7][C:8]([OH:10])=[O:9])[CH2:3][CH2:2]1, predict the reactants needed to synthesize it. The reactants are: [N:1]1[CH:6]=[CH:5][C:4]([CH2:7][C:8]([OH:10])=[O:9])=[CH:3][CH:2]=1.